Dataset: Reaction yield outcomes from USPTO patents with 853,638 reactions. Task: Predict the reaction yield, written as a fraction of the theoretical maximum amount of product (1.0 means a 100% yield; for example, 0.34 means a 34% yield). (1) The reactants are [CH2:1]([N:8](C)[CH2:9][CH2:10][N:11]([CH2:13][C:14]1[C:15]([C:20]2[CH:25]=[CH:24][C:23]([O:26][CH:27]([CH3:29])[CH3:28])=[CH:22][CH:21]=2)=[N:16][N:17]([CH3:19])[CH:18]=1)[CH3:12])C1C=CC=CC=1. The catalyst is CO.[Pd]. The product is [CH:27]([O:26][C:23]1[CH:22]=[CH:21][C:20]([C:15]2[C:14]([CH2:13][N:11]([CH3:12])[CH2:10][CH2:9][NH:8][CH3:1])=[CH:18][N:17]([CH3:19])[N:16]=2)=[CH:25][CH:24]=1)([CH3:29])[CH3:28]. The yield is 0.580. (2) The reactants are C([O:5][CH:6]([C:11]1[C:16]([CH3:17])=[CH:15][CH:14]=[C:13]([CH:18]2[CH2:20][CH2:19]2)[C:12]=1[C:21]1[CH:22]=[CH:23][C:24]2[O:29][CH2:28][CH2:27][CH2:26][C:25]=2[CH:30]=1)[C:7]([O:9][CH3:10])=[O:8])(C)(C)C.FC(F)(F)C(O)=O.[Na]. The catalyst is ClCCl. The product is [CH:18]1([C:13]2[C:12]([C:21]3[CH:22]=[CH:23][C:24]4[O:29][CH2:28][CH2:27][CH2:26][C:25]=4[CH:30]=3)=[C:11]([CH:6]([OH:5])[C:7]([O:9][CH3:10])=[O:8])[C:16]([CH3:17])=[CH:15][CH:14]=2)[CH2:19][CH2:20]1. The yield is 1.00. (3) The yield is 0.820. The catalyst is CO. The product is [C:1]([C:5]1[CH:9]=[C:8]([NH:10][C:11]([NH:13][C@@H:14]2[C:23]3[C:18](=[CH:19][CH:20]=[CH:21][CH:22]=3)[C@H:17]([O:24][C:25]3[CH:26]=[CH:27][C:28]4[N:29]([C:31]([N:34]5[C@H:35]([CH3:41])[CH2:36][CH2:37][CH2:38][C@@H:39]5[CH3:40])=[N:32][N:33]=4)[CH:30]=3)[CH2:16][CH2:15]2)=[O:12])[N:7]([C:42]2[CH:43]=[N:44][N:45]([CH2:47][CH2:48][OH:49])[CH:46]=2)[N:6]=1)([CH3:3])([CH3:4])[CH3:2]. The reactants are [C:1]([C:5]1[CH:9]=[C:8]([NH:10][C:11]([NH:13][C@@H:14]2[C:23]3[C:18](=[CH:19][CH:20]=[CH:21][CH:22]=3)[C@H:17]([O:24][C:25]3[CH:26]=[CH:27][C:28]4[N:29]([C:31]([N:34]5[C@H:39]([CH3:40])[CH2:38][CH2:37][CH2:36][C@@H:35]5[CH3:41])=[N:32][N:33]=4)[CH:30]=3)[CH2:16][CH2:15]2)=[O:12])[N:7]([C:42]2[CH:43]=[N:44][N:45]([CH2:47][CH2:48][O:49]C3CCCCO3)[CH:46]=2)[N:6]=1)([CH3:4])([CH3:3])[CH3:2].C1(C)C=CC(S([O-])(=O)=O)=CC=1.[NH+]1C=CC=CC=1.O.C([O-])(O)=O.[Na+]. (4) The reactants are [CH3:1][O:2][C:3]1[CH:4]=[C:5]([N:12]2[CH2:17][CH2:16][N:15](C(OC(C)(C)C)=O)[CH2:14][CH2:13]2)[CH:6]=[CH:7][C:8]=1[N+:9]([O-:11])=[O:10]. The catalyst is C(Cl)Cl.FC(F)(F)C(O)=O. The product is [CH3:1][O:2][C:3]1[CH:4]=[C:5]([N:12]2[CH2:17][CH2:16][NH:15][CH2:14][CH2:13]2)[CH:6]=[CH:7][C:8]=1[N+:9]([O-:11])=[O:10]. The yield is 1.00. (5) The reactants are [Cl:1][C:2]1[CH:11]=[C:10]([C:12]#[N:13])[CH:9]=[C:8]([F:14])[C:3]=1[C:4]([O:6]C)=[O:5].[I-].[Li+]. The catalyst is N1C=CC=CC=1. The product is [Cl:1][C:2]1[CH:11]=[C:10]([C:12]#[N:13])[CH:9]=[C:8]([F:14])[C:3]=1[C:4]([OH:6])=[O:5]. The yield is 0.890.